This data is from Catalyst prediction with 721,799 reactions and 888 catalyst types from USPTO. The task is: Predict which catalyst facilitates the given reaction. Reactant: [OH:1][CH2:2][C:3]1[CH:4]=[C:5]([CH:34]=[CH:35][CH:36]=1)[CH2:6][NH:7][C:8]([CH2:10][CH2:11][N:12]1[CH2:17][CH2:16][CH:15]([O:18][C:19](=[O:33])[NH:20][C:21]2[CH:26]=[CH:25][CH:24]=[CH:23][C:22]=2[C:27]2[CH:32]=[CH:31][CH:30]=[CH:29][CH:28]=2)[CH2:14][CH2:13]1)=[O:9].CCN(C(C)C)C(C)C.CS(C)=O.N1C=CC=CC=1.S(=O)(=O)=O. Product: [CH:2]([C:3]1[CH:4]=[C:5]([CH:34]=[CH:35][CH:36]=1)[CH2:6][NH:7][C:8]([CH2:10][CH2:11][N:12]1[CH2:13][CH2:14][CH:15]([O:18][C:19](=[O:33])[NH:20][C:21]2[CH:26]=[CH:25][CH:24]=[CH:23][C:22]=2[C:27]2[CH:28]=[CH:29][CH:30]=[CH:31][CH:32]=2)[CH2:16][CH2:17]1)=[O:9])=[O:1]. The catalyst class is: 2.